This data is from Reaction yield outcomes from USPTO patents with 853,638 reactions. The task is: Predict the reaction yield, written as a fraction of the theoretical maximum amount of product (1.0 means a 100% yield; for example, 0.34 means a 34% yield). (1) The reactants are [Br:1][C:2]1[CH:3]=[C:4]([C:8]([C:10]2[CH:15]=[CH:14][CH:13]=[CH:12][CH:11]=2)=O)[CH:5]=[CH:6][CH:7]=1.[Si](OCC)(OCC)(OCC)OCC.[CH:29]([C:32]1[CH:38]=[CH:37][CH:36]=[C:35]([CH:39]([CH3:41])[CH3:40])[C:33]=1[NH2:34])([CH3:31])[CH3:30].OS(O)(=O)=O. No catalyst specified. The product is [Br:1][C:2]1[CH:3]=[C:4]([C:8]([C:10]2[CH:15]=[CH:14][CH:13]=[CH:12][CH:11]=2)=[N:34][C:33]2[C:35]([CH:39]([CH3:40])[CH3:41])=[CH:36][CH:37]=[CH:38][C:32]=2[CH:29]([CH3:31])[CH3:30])[CH:5]=[CH:6][CH:7]=1. The yield is 0.840. (2) The product is [OH:2][C@H:3]1[CH2:13][N:6]2[C:7](=[O:12])[CH2:8][CH2:9][N:10]([C:15]3[CH:20]=[CH:19][C:18]([C:21]([F:24])([F:23])[F:22])=[CH:17][N:16]=3)[CH2:11][C@@H:5]2[CH2:4]1. The catalyst is CS(C)=O. The reactants are Cl.[OH:2][C@H:3]1[CH2:13][N:6]2[C:7](=[O:12])[CH2:8][CH2:9][NH:10][CH2:11][C@@H:5]2[CH2:4]1.Br[C:15]1[CH:20]=[CH:19][C:18]([C:21]([F:24])([F:23])[F:22])=[CH:17][N:16]=1.C(=O)([O-])[O-].[Na+].[Na+]. The yield is 0.980. (3) The reactants are [F:1][C:2]1[CH:7]=[CH:6][C:5]([C:8]2[N:13]=[C:12]3[N:14]=[C:15]([C:18]([O:20]CC)=[O:19])[N:16]([CH3:17])[C:11]3=[C:10]([C:23]3[CH:28]=[CH:27][C:26]([F:29])=[CH:25][CH:24]=3)[C:9]=2[C:30]2[CH:35]=[CH:34][N:33]=[CH:32][CH:31]=2)=[CH:4][CH:3]=1.[OH-].[K+]. The catalyst is CCO.O. The product is [F:1][C:2]1[CH:7]=[CH:6][C:5]([C:8]2[N:13]=[C:12]3[N:14]=[C:15]([C:18]([OH:20])=[O:19])[N:16]([CH3:17])[C:11]3=[C:10]([C:23]3[CH:28]=[CH:27][C:26]([F:29])=[CH:25][CH:24]=3)[C:9]=2[C:30]2[CH:31]=[CH:32][N:33]=[CH:34][CH:35]=2)=[CH:4][CH:3]=1. The yield is 1.00. (4) The catalyst is C1COCC1. The yield is 0.730. The product is [Cl:1][C:2]1[CH:3]=[C:4]2[C:8](=[CH:9][CH:10]=1)[NH:7][CH:6]=[C:5]2[CH2:11][CH2:12][NH:13][C:14](=[O:23])[C:15]1[CH:20]=[CH:19][CH:18]=[C:17]([CH2:21][NH:31][CH2:30][CH:24]2[CH2:29][CH2:28][CH2:27][CH2:26][CH2:25]2)[CH:16]=1. The reactants are [Cl:1][C:2]1[CH:3]=[C:4]2[C:8](=[CH:9][CH:10]=1)[NH:7][CH:6]=[C:5]2[CH2:11][CH2:12][NH:13][C:14](=[O:23])[C:15]1[CH:20]=[CH:19][CH:18]=[C:17]([CH2:21]Cl)[CH:16]=1.[CH:24]1([CH2:30][NH2:31])[CH2:29][CH2:28][CH2:27][CH2:26][CH2:25]1.[I-].[Na+]. (5) The reactants are [C:1]([C:4]1[C:22](=[O:23])[C@@:8]2([CH3:24])[C:9]3[C:15]([OH:16])=[CH:14][C:13]([O:17][CH3:18])=[C:12]([C:19]([NH2:21])=[O:20])[C:10]=3[O:11][C:7]2=[CH:6][C:5]=1[OH:25])(=[O:3])[CH3:2].[F:26][C:27]1[CH:32]=[C:31]([F:33])[CH:30]=[CH:29][C:28]=1[S:34]([NH:37][C:38]1[CH:43]=[C:42]([CH3:44])[C:41]([CH:45]=O)=[C:40]([CH3:47])[CH:39]=1)(=[O:36])=[O:35].C([SiH](CC)CC)C.FC(F)(F)C(O)=O. The catalyst is C(#N)C. The product is [C:1]([C:4]1[C:22](=[O:23])[C@@:8]2([CH3:24])[C:9]3[C:15]([OH:16])=[CH:14][C:13]([O:17][CH3:18])=[C:12]([C:19]([NH:21][CH2:45][C:41]4[C:42]([CH3:44])=[CH:43][C:38]([NH:37][S:34]([C:28]5[CH:29]=[CH:30][C:31]([F:33])=[CH:32][C:27]=5[F:26])(=[O:36])=[O:35])=[CH:39][C:40]=4[CH3:47])=[O:20])[C:10]=3[O:11][C:7]2=[CH:6][C:5]=1[OH:25])(=[O:3])[CH3:2]. The yield is 0.920. (6) The reactants are [C:1]1(=[O:7])[O:6][C:4](=[O:5])[CH2:3][CH2:2]1.[CH3:8][O:9][C:10]1[CH:15]=[CH:14][C:13]([CH2:16][OH:17])=[CH:12][CH:11]=1.C([O-])([O-])=O.[Na+].[Na+]. The catalyst is CC#N.CN(C1C=CN=CC=1)C.O. The product is [CH3:8][O:9][C:10]1[CH:15]=[CH:14][C:13]([CH2:16][O:17][CH:3]([CH2:2][CH:1]=[O:7])[C:4]([OH:6])=[O:5])=[CH:12][CH:11]=1. The yield is 0.880. (7) The reactants are [CH2:1]([SnH:5]([CH2:10][CH2:11][CH2:12][CH3:13])[CH2:6][CH2:7][CH2:8][CH3:9])[CH2:2][CH2:3][CH3:4].[Li+].CC([N-]C(C)C)C.Cl[C:23]1[N:28]=[C:27]([N:29]2[CH2:34][CH2:33][CH2:32][CH:31]([NH:35][C:36](=[O:42])[O:37][C:38]([CH3:41])([CH3:40])[CH3:39])[CH2:30]2)[CH:26]=[N:25][CH:24]=1. The catalyst is C1COCC1. The product is [CH2:10]([Sn:5]([CH2:1][CH2:2][CH2:3][CH3:4])([CH2:6][CH2:7][CH2:8][CH3:9])[C:23]1[N:28]=[C:27]([N:29]2[CH2:34][CH2:33][CH2:32][CH:31]([NH:35][C:36](=[O:42])[O:37][C:38]([CH3:40])([CH3:39])[CH3:41])[CH2:30]2)[CH:26]=[N:25][CH:24]=1)[CH2:11][CH2:12][CH3:13]. The yield is 0.221.